This data is from Full USPTO retrosynthesis dataset with 1.9M reactions from patents (1976-2016). The task is: Predict the reactants needed to synthesize the given product. (1) Given the product [Cl:1][C:2]1[CH:3]=[CH:4][C:5]2[N:6]([C:8]([C:11]([C:13]3[CH:22]=[CH:21][C:16]4[N:17]=[CH:18][N:19]([CH3:20])[C:15]=4[CH:14]=3)=[O:12])=[CH:9][N:10]=2)[N:7]=1, predict the reactants needed to synthesize it. The reactants are: [Cl:1][C:2]1[CH:3]=[CH:4][C:5]2[N:6]([C:8]([CH:11]([C:13]3[CH:22]=[CH:21][C:16]4[N:17]=[CH:18][N:19]([CH3:20])[C:15]=4[CH:14]=3)[OH:12])=[CH:9][N:10]=2)[N:7]=1.CC(OI1(OC(C)=O)(OC(C)=O)OC(=O)C2C=CC=CC1=2)=O. (2) Given the product [Cl:1][C:2]1[CH:7]=[C:6]([Cl:8])[CH:5]=[CH:4][C:3]=1[N:9]1[C:14]2=[N:15][C:16]3[C:17](=[C:18]([C:22]#[N:24])[CH:19]=[CH:20][CH:21]=3)[N:13]2[CH2:12][CH2:11][CH2:10]1, predict the reactants needed to synthesize it. The reactants are: [Cl:1][C:2]1[CH:7]=[C:6]([Cl:8])[CH:5]=[CH:4][C:3]=1[N:9]1[C:14]2=[N:15][C:16]3[C:17](=[C:18]([C:22]([NH2:24])=O)[CH:19]=[CH:20][CH:21]=3)[N:13]2[CH2:12][CH2:11][CH2:10]1.S(Cl)(Cl)=O.C(=O)([O-])O.[Na+]. (3) Given the product [CH3:39][N:38]1[C:33]2=[N:34][CH:35]=[CH:36][CH:37]=[C:32]2[N:31]=[C:30]1[O:29][C:28]1[CH:40]=[CH:41][C:25]([B:9]2[O:10][C:11]([CH3:16])([CH3:17])[C:12]([CH3:14])([CH3:15])[O:13]2)=[CH:26][CH:27]=1, predict the reactants needed to synthesize it. The reactants are: [CH3:16][C:11]1([CH3:17])[C:12]([CH3:15])([CH3:14])[O:13][B:9]([B:9]2[O:13][C:12]([CH3:15])([CH3:14])[C:11]([CH3:17])([CH3:16])[O:10]2)[O:10]1.CC([O-])=O.[K+].Br[C:25]1[CH:41]=[CH:40][C:28]([O:29][C:30]2[N:38]([CH3:39])[C:33]3=[N:34][CH:35]=[CH:36][CH:37]=[C:32]3[N:31]=2)=[CH:27][CH:26]=1. (4) Given the product [CH3:1][CH:2]([CH3:29])[C:3]([NH:5][C:6]1[CH:11]=[CH:10][CH:9]=[C:8]([CH:12]2[CH2:17][CH2:16][N:15]([CH2:18][CH2:19][C:20]3[C:38]4[C:33](=[CH:34][CH:35]=[CH:36][CH:37]=4)[N:31]([CH3:30])[C:21]=3[C:22]3[CH:27]=[CH:26][CH:25]=[CH:24][CH:23]=3)[CH2:14][CH2:13]2)[CH:7]=1)=[O:4], predict the reactants needed to synthesize it. The reactants are: [CH3:1][CH:2]([CH3:29])[C:3]([NH:5][C:6]1[CH:11]=[CH:10][CH:9]=[C:8]([CH:12]2[CH2:17][CH2:16][N:15]([CH2:18][CH2:19][CH2:20][C:21](=O)[C:22]3[CH:27]=[CH:26][CH:25]=[CH:24][CH:23]=3)[CH2:14][CH2:13]2)[CH:7]=1)=[O:4].[CH3:30][N:31]([C:33]1[CH:38]=[CH:37][CH:36]=[CH:35][CH:34]=1)N. (5) Given the product [NH2:1][C@@H:2]([CH2:3][CH2:4][CH2:5][NH2:6])[CH2:17][NH:18][C:19](=[O:34])[CH2:20][CH:21]([C:22]1[CH:23]=[CH:24][CH:25]=[CH:26][CH:27]=1)[C:28]1[CH:33]=[CH:32][CH:31]=[CH:30][CH:29]=1, predict the reactants needed to synthesize it. The reactants are: [NH2:1][C@H:2]([CH2:17][NH:18][C:19](=[O:34])[CH2:20][CH:21]([C:28]1[CH:33]=[CH:32][CH:31]=[CH:30][CH:29]=1)[C:22]1[CH:27]=[CH:26][CH:25]=[CH:24][CH:23]=1)[CH2:3][CH2:4][CH2:5][NH:6]C(=O)OCC1C=CC=CC=1. (6) Given the product [CH3:1][N:3]([CH3:4])[C:22]([CH:19]1[CH2:20][CH2:21][CH:16]([NH:15][C:13](=[O:14])[O:12][C:8]([CH3:11])([CH3:10])[CH3:9])[CH2:17][CH2:18]1)=[O:24], predict the reactants needed to synthesize it. The reactants are: [CH2:1]([N:3](CC)[CH2:4]C)C.[C:8]([O:12][C:13]([NH:15][CH:16]1[CH2:21][CH2:20][CH:19]([C:22]([OH:24])=O)[CH2:18][CH2:17]1)=[O:14])([CH3:11])([CH3:10])[CH3:9].CNC.F[P-](F)(F)(F)(F)F.N1(O[P+](N(C)C)(N(C)C)N(C)C)C2C=CC=CC=2N=N1. (7) Given the product [F:22][C:23]1[CH:28]=[CH:27][C:26]([OH:29])=[C:25]([CH:24]=1)[CH2:30][O:31][C:2]1[CH:17]=[C:16]([C:18]([F:21])([F:20])[F:19])[CH:15]=[CH:14][C:3]=1[C:4]([NH:6][C:7]1[CH:12]=[CH:11][NH:10][C:9](=[O:13])[CH:8]=1)=[O:5], predict the reactants needed to synthesize it. The reactants are: F[C:2]1[CH:17]=[C:16]([C:18]([F:21])([F:20])[F:19])[CH:15]=[CH:14][C:3]=1[C:4]([NH:6][C:7]1[CH:12]=[CH:11][NH:10][C:9](=[O:13])[CH:8]=1)=[O:5].[F:22][C:23]1[CH:28]=[CH:27][C:26]([OH:29])=[C:25]([CH2:30][OH:31])[CH:24]=1.C(=O)([O-])[O-].[Cs+].[Cs+].